This data is from Forward reaction prediction with 1.9M reactions from USPTO patents (1976-2016). The task is: Predict the product of the given reaction. (1) Given the reactants Br[C:2]1[CH:3]=[C:4]([CH2:8][C:9]#[N:10])[CH:5]=[CH:6][CH:7]=1.[CH3:11][O:12][CH2:13][O:14][C:15]1[CH:16]=[C:17](B(O)O)[CH:18]=[CH:19][CH:20]=1.C(=O)([O-])[O-].[Na+].[Na+].O, predict the reaction product. The product is: [CH3:11][O:12][CH2:13][O:14][C:15]1[CH:20]=[C:19]([C:2]2[CH:7]=[CH:6][CH:5]=[C:4]([CH2:8][C:9]#[N:10])[CH:3]=2)[CH:18]=[CH:17][CH:16]=1. (2) The product is: [Cl:1][C:2]1[C:7]([Cl:8])=[CH:6][CH:5]=[CH:4][C:3]=1[S:9]([N:12]([C:13]1[C:18]([O:19][CH3:20])=[N:17][C:16]([Cl:21])=[CH:15][N:14]=1)[CH2:36][O:35][CH2:34][CH2:33][Si:32]([CH3:39])([CH3:38])[CH3:31])(=[O:10])=[O:11]. Given the reactants [Cl:1][C:2]1[C:7]([Cl:8])=[CH:6][CH:5]=[CH:4][C:3]=1[S:9]([NH:12][C:13]1[C:18]([O:19][CH3:20])=[N:17][C:16]([Cl:21])=[CH:15][N:14]=1)(=[O:11])=[O:10].C(N(C(C)C)CC)(C)C.[CH3:31][Si:32]([CH3:39])([CH3:38])[CH2:33][CH2:34][O:35][CH2:36]Cl, predict the reaction product. (3) Given the reactants Br[C:2]1[C:7]([O:8][C:9]([CH3:12])([CH3:11])[CH3:10])=[CH:6][N:5]=[C:4]([C:13]2[CH2:17][CH2:16][C:15]3([CH2:21][CH2:20][N:19]([CH3:22])[C:18]3=[O:23])[N:14]=2)[CH:3]=1.O.[F:25][C:26]([F:37])([F:36])[C:27]1[CH:32]=[CH:31][C:30](B(O)O)=[CH:29][CH:28]=1.C(=O)([O-])[O-].[Na+].[Na+], predict the reaction product. The product is: [C:9]([O:8][C:7]1[C:2]([C:30]2[CH:31]=[CH:32][C:27]([C:26]([F:37])([F:36])[F:25])=[CH:28][CH:29]=2)=[CH:3][C:4]([C:13]2[CH2:17][CH2:16][C:15]3([CH2:21][CH2:20][N:19]([CH3:22])[C:18]3=[O:23])[N:14]=2)=[N:5][CH:6]=1)([CH3:12])([CH3:11])[CH3:10]. (4) The product is: [CH3:1][O:2][C:3]1[CH:10]=[CH:9][C:6]([CH2:7][NH:11][CH:12]2[CH2:13][N:14]([C:16]([O:18][C:19]([CH3:22])([CH3:21])[CH3:20])=[O:17])[CH2:15]2)=[CH:5][CH:4]=1. Given the reactants [CH3:1][O:2][C:3]1[CH:10]=[CH:9][C:6]([CH:7]=O)=[CH:5][CH:4]=1.[NH2:11][CH:12]1[CH2:15][N:14]([C:16]([O:18][C:19]([CH3:22])([CH3:21])[CH3:20])=[O:17])[CH2:13]1.COC1C=CC(CNC2CCC2)=CC=1, predict the reaction product. (5) The product is: [CH3:25][N:26]([CH3:30])[C:27]([N:15]1[CH:16]=[CH:17][C:13]([C:10]2[CH:9]=[CH:8][C:7]([O:6][C:5]3[CH:18]=[CH:19][C:2]([F:1])=[CH:3][CH:4]=3)=[CH:12][CH:11]=2)=[N:14]1)=[O:28]. Given the reactants [F:1][C:2]1[CH:19]=[CH:18][C:5]([O:6][C:7]2[CH:12]=[CH:11][C:10]([C:13]3[CH:17]=[CH:16][NH:15][N:14]=3)=[CH:9][CH:8]=2)=[CH:4][CH:3]=1.C1COCC1.[CH3:25][N:26]([CH3:30])[C:27](Cl)=[O:28].C([O-])(O)=O.[Na+], predict the reaction product. (6) Given the reactants [S:1]1[CH:5]=[CH:4][C:3]([CH2:6][O:7][C:8]2[CH:13]=[CH:12][C:11]([CH2:14][C:15](Cl)=[N:16][OH:17])=[CH:10][CH:9]=2)=[CH:2]1.[C:19]([C:21]1[C:22]([NH2:28])=[N:23][C:24]([NH2:27])=[CH:25][CH:26]=1)#[CH:20].C(N(CC)CC)C, predict the reaction product. The product is: [S:1]1[CH:5]=[CH:4][C:3]([CH2:6][O:7][C:8]2[CH:13]=[CH:12][C:11]([CH2:14][C:15]3[CH:20]=[C:19]([C:21]4[C:22]([NH2:28])=[N:23][C:24]([NH2:27])=[CH:25][CH:26]=4)[O:17][N:16]=3)=[CH:10][CH:9]=2)=[CH:2]1.